Regression/Classification. Given a drug SMILES string, predict its absorption, distribution, metabolism, or excretion properties. Task type varies by dataset: regression for continuous measurements (e.g., permeability, clearance, half-life) or binary classification for categorical outcomes (e.g., BBB penetration, CYP inhibition). Dataset: cyp2d6_veith. From a dataset of CYP2D6 inhibition data for predicting drug metabolism from PubChem BioAssay. (1) The drug is COC(=O)[C@@H]1C[C@H]1[C@@H](NP(=O)(c1ccccc1)c1ccccc1)c1ccccc1. The result is 0 (non-inhibitor). (2) The drug is CC(=O)NC1=NC(=O)CS1. The result is 0 (non-inhibitor). (3) The molecule is Nc1nc2ncc(CNc3ccc(C(=O)N[C@@H](CCC(=O)O)C(=O)O)cc3)nc2c(=O)[nH]1. The result is 0 (non-inhibitor). (4) The compound is CC1CCN(c2ccccc2NC(=S)NC(=O)c2cccs2)CC1. The result is 1 (inhibitor). (5) The compound is O=C(Nc1ccccc1N1CCOCC1)c1ccccc1[N+](=O)[O-]. The result is 0 (non-inhibitor).